This data is from Peptide-MHC class I binding affinity with 185,985 pairs from IEDB/IMGT. The task is: Regression. Given a peptide amino acid sequence and an MHC pseudo amino acid sequence, predict their binding affinity value. This is MHC class I binding data. (1) The peptide sequence is LLGLCGFSAL. The MHC is HLA-A02:01 with pseudo-sequence HLA-A02:01. The binding affinity (normalized) is 0.455. (2) The peptide sequence is IPYCNYSKY. The MHC is HLA-B07:02 with pseudo-sequence HLA-B07:02. The binding affinity (normalized) is 0.